From a dataset of Reaction yield outcomes from USPTO patents with 853,638 reactions. Predict the reaction yield, written as a fraction of the theoretical maximum amount of product (1.0 means a 100% yield; for example, 0.34 means a 34% yield). (1) The reactants are [CH:1]([O:4][C:5](=[O:21])[NH:6][C@@H:7]1[CH2:20][C:10]2[NH:11][C:12]3[CH:13]=[CH:14][C:15]([C:18]#[N:19])=[CH:16][C:17]=3[C:9]=2[CH2:8]1)([CH3:3])[CH3:2].C(=O)([O-])[O-].[Cs+].[Cs+].[CH3:28][O:29][C:30]1[CH:37]=[CH:36][CH:35]=[CH:34][C:31]=1[CH2:32]Cl. The catalyst is CN(C=O)C.O. The product is [CH:1]([O:4][C:5](=[O:21])[NH:6][C@@H:7]1[CH2:20][C:10]2[N:11]([CH2:32][C:31]3[CH:34]=[CH:35][CH:36]=[CH:37][C:30]=3[O:29][CH3:28])[C:12]3[CH:13]=[CH:14][C:15]([C:18]#[N:19])=[CH:16][C:17]=3[C:9]=2[CH2:8]1)([CH3:3])[CH3:2]. The yield is 0.980. (2) The reactants are C([O:3][C:4](=[O:27])[C:5]([C:8]1[CH:13]=[CH:12][CH:11]=[C:10]([C:14]#[C:15][C:16]2[CH:21]=[CH:20][C:19]([CH2:22][C:23]([O:25][CH3:26])=[O:24])=[CH:18][CH:17]=2)[CH:9]=1)([CH3:7])[CH3:6])C.[OH-].[Li+]. The catalyst is C(O)C.O1CCCC1. The product is [CH3:26][O:25][C:23]([CH2:22][C:19]1[CH:18]=[CH:17][C:16]([C:15]#[C:14][C:10]2[CH:9]=[C:8]([C:5]([CH3:7])([CH3:6])[C:4]([OH:27])=[O:3])[CH:13]=[CH:12][CH:11]=2)=[CH:21][CH:20]=1)=[O:24]. The yield is 0.950. (3) The reactants are [Sn](Cl)(Cl)(Cl)Cl.[Br:6][C:7]1[CH:8]=[C:9]([CH2:13][CH2:14][NH:15][S:16]([C:19]2[CH:24]=[CH:23][CH:22]=[CH:21][CH:20]=2)(=[O:18])=[O:17])[CH:10]=[CH:11][CH:12]=1.Cl[CH:26](SC)[C:27]([O:29][CH2:30][CH3:31])=[O:28]. The catalyst is ClCCl.ClCCCl. The product is [Br:6][C:7]1[CH:8]=[C:9]2[C:10](=[CH:11][CH:12]=1)[CH:26]([C:27]([O:29][CH2:30][CH3:31])=[O:28])[N:15]([S:16]([C:19]1[CH:20]=[CH:21][CH:22]=[CH:23][CH:24]=1)(=[O:18])=[O:17])[CH2:14][CH2:13]2.[Br:6][C:7]1[CH:12]=[CH:11][CH:10]=[C:9]2[C:8]=1[CH:26]([C:27]([O:29][CH2:30][CH3:31])=[O:28])[N:15]([S:16]([C:19]1[CH:20]=[CH:21][CH:22]=[CH:23][CH:24]=1)(=[O:18])=[O:17])[CH2:14][CH2:13]2. The yield is 0.790. (4) The reactants are Cl[C:2]1[C:7]([C:8]([O:10][CH2:11][CH3:12])=[O:9])=[CH:6][N:5]=[C:4]2[N:13]([S:16]([C:19]3[CH:25]=[CH:24][C:22]([CH3:23])=[CH:21][CH:20]=3)(=[O:18])=[O:17])[CH:14]=[CH:15][C:3]=12.[CH:26]1([NH2:32])[CH2:31][CH2:30][CH2:29][CH2:28][CH2:27]1. The catalyst is CCCCO.O.C(Cl)Cl. The product is [CH:26]1([NH:32][C:2]2[C:7]([C:8]([O:10][CH2:11][CH3:12])=[O:9])=[CH:6][N:5]=[C:4]3[N:13]([S:16]([C:19]4[CH:25]=[CH:24][C:22]([CH3:23])=[CH:21][CH:20]=4)(=[O:18])=[O:17])[CH:14]=[CH:15][C:3]=23)[CH2:31][CH2:30][CH2:29][CH2:28][CH2:27]1. The yield is 0.730. (5) The reactants are [Br:1][C:2]1[CH:11]=[CH:10][C:5]2[N:6]=[C:7](Cl)[S:8][C:4]=2[CH:3]=1.NC(N)=[S:14]. The catalyst is CO. The product is [Br:1][C:2]1[CH:11]=[CH:10][C:5]2[N:6]=[C:7]([SH:14])[S:8][C:4]=2[CH:3]=1. The yield is 0.810. (6) The reactants are [F:1][C:2]([F:14])([F:13])[O:3][C:4]1[CH:9]=[CH:8][CH:7]=[CH:6][C:5]=1B(O)O.[C:15]([O:19][C:20]([N:22]1[CH2:27][CH2:26][CH:25]([C:28](SC2C=CC=CC=2C)=[O:29])[CH2:24][CH2:23]1)=[O:21])([CH3:18])([CH3:17])[CH3:16]. The catalyst is COCCOC.C1C=CC(/C=C/C(/C=C/C2C=CC=CC=2)=O)=CC=1.C1C=CC(/C=C/C(/C=C/C2C=CC=CC=2)=O)=CC=1.C1C=CC(/C=C/C(/C=C/C2C=CC=CC=2)=O)=CC=1.[Pd].[Pd].S1C=CC=C1C([O-])=O.[Cu+]. The product is [C:15]([O:19][C:20]([N:22]1[CH2:27][CH2:26][CH:25]([C:28](=[O:29])[C:5]2[CH:6]=[CH:7][CH:8]=[CH:9][C:4]=2[O:3][C:2]([F:14])([F:13])[F:1])[CH2:24][CH2:23]1)=[O:21])([CH3:18])([CH3:17])[CH3:16]. The yield is 0.860. (7) The reactants are [C:1]1(=[O:14])[C:10]2[C:5](=[CH:6][CH:7]=[CH:8][CH:9]=2)C=[C:3](C(O)=O)[NH:2]1.F[P-](F)(F)(F)(F)F.[N:22]1(OC(N(C)C)=[N+](C)C)[C:26]2N=CC=[CH:30][C:25]=2N=N1.Cl.CN[O:42][CH3:43]. The catalyst is CN(C)C=O. The product is [CH3:43][O:42][N:2]([CH3:3])[C:1]([C:10]1[CH:9]=[CH:8][CH:7]=[C:6]2[C:5]=1[N:22]=[CH:26][CH:25]=[CH:30]2)=[O:14]. The yield is 0.940. (8) The reactants are [Cl:1][C:2]1[CH:7]=[CH:6][CH:5]=[CH:4][C:3]=1[C:8]1[C:9]2[CH:19]=[CH:18][C:17](=[O:20])[N:16]([CH:21]([CH2:24][CH3:25])[CH2:22][CH3:23])[C:10]=2[N:11]=[C:12](SC)[N:13]=1.[CH2:26]([N:28]([CH2:32][CH3:33])[CH2:29][CH2:30][NH2:31])[CH3:27]. No catalyst specified. The product is [Cl:1][C:2]1[CH:7]=[CH:6][CH:5]=[CH:4][C:3]=1[C:8]1[C:9]2[CH:19]=[CH:18][C:17](=[O:20])[N:16]([CH:21]([CH2:24][CH3:25])[CH2:22][CH3:23])[C:10]=2[N:11]=[C:12]([NH:31][CH2:30][CH2:29][N:28]([CH2:32][CH3:33])[CH2:26][CH3:27])[N:13]=1. The yield is 0.800. (9) The reactants are [NH:1]1[CH:5]=[C:4]([C:6]2[C:7]3[CH:14]=[CH:13][N:12]([CH2:15][O:16][CH2:17][CH2:18][Si:19]([CH3:22])([CH3:21])[CH3:20])[C:8]=3[N:9]=[CH:10][N:11]=2)[CH:3]=[N:2]1.C(#N)C.[N:26]12CCCN=C1C[CH2:30][CH2:29][CH2:28][CH2:27]2. The catalyst is C(#N)C=CC. The product is [CH3:20][Si:19]([CH3:22])([CH3:21])[CH2:18][CH2:17][O:16][CH2:15][N:12]1[C:8]2[N:9]=[CH:10][N:11]=[C:6]([C:4]3[CH:5]=[N:1][N:2]([CH:29]([CH3:30])[CH2:28][C:27]#[N:26])[CH:3]=3)[C:7]=2[CH:14]=[CH:13]1. The yield is 0.975. (10) The reactants are [F:1][C:2]1[N:7]=[CH:6][C:5]([CH:8]2[CH2:12][NH:11][C:10](=[O:13])[CH2:9]2)=[CH:4][CH:3]=1.[H-].[Na+].I[CH3:17]. The catalyst is CN(C=O)C.CCOC(C)=O. The product is [F:1][C:2]1[N:7]=[CH:6][C:5]([CH:8]2[CH2:12][N:11]([CH3:17])[C:10](=[O:13])[CH2:9]2)=[CH:4][CH:3]=1. The yield is 0.580.